From a dataset of Forward reaction prediction with 1.9M reactions from USPTO patents (1976-2016). Predict the product of the given reaction. (1) Given the reactants Br[CH2:2][CH2:3][O:4][C:5](=[O:10])[C:6]([CH3:9])([CH3:8])[CH3:7].[C:11]([O:15][C:16](=[O:24])[NH:17][C@H:18]1[CH2:23][CH2:22][CH2:21][NH:20][CH2:19]1)([CH3:14])([CH3:13])[CH3:12].C(=O)([O-])[O-].[K+].[K+].[I-].[Na+], predict the reaction product. The product is: [C:11]([O:15][C:16]([NH:17][C@H:18]1[CH2:23][CH2:22][CH2:21][N:20]([CH2:2][CH2:3][O:4][C:5](=[O:10])[C:6]([CH3:9])([CH3:8])[CH3:7])[CH2:19]1)=[O:24])([CH3:14])([CH3:12])[CH3:13]. (2) Given the reactants Br[C:2]1[C:3]([O:18][CH2:19][CH:20]2[CH2:22][CH2:21]2)=[N:4][CH:5]=[C:6]([CH:17]=1)[C:7]([NH:9][C@@H:10]1[CH2:15][CH2:14][CH2:13][CH2:12][C@H:11]1[OH:16])=[O:8].[C:23]([CH2:28][CH2:29][C:30]1[CH:35]=[CH:34][C:33](B(O)O)=[CH:32][CH:31]=1)([O:25]CC)=[O:24], predict the reaction product. The product is: [CH:20]1([CH2:19][O:18][C:3]2[C:2]([C:33]3[CH:34]=[CH:35][C:30]([CH2:29][CH2:28][C:23]([OH:25])=[O:24])=[CH:31][CH:32]=3)=[CH:17][C:6]([C:7](=[O:8])[NH:9][C@@H:10]3[CH2:15][CH2:14][CH2:13][CH2:12][C@H:11]3[OH:16])=[CH:5][N:4]=2)[CH2:22][CH2:21]1. (3) Given the reactants [Cl:1][C:2]1[N:3]=[CH:4][NH:5][C:6]=1[Cl:7].[OH-].[K+].I[CH2:11][CH2:12][CH2:13][CH3:14].[K+].[Br-].[Br:17][CH2:18][C:19]1[CH:28]=[CH:27][C:26]2[C:21](=[CH:22][CH:23]=[CH:24][CH:25]=2)[CH:20]=1, predict the reaction product. The product is: [Br-:17].[CH2:11]([C:27]1[C:26]2[C:21](=[CH:22][CH:23]=[CH:24][CH:25]=2)[CH:20]=[C:19]([CH3:18])[C:28]=1[N+:3]1[C:2]([Cl:1])=[C:6]([Cl:7])[NH:5][CH:4]=1)[CH2:12][CH2:13][CH3:14]. (4) Given the reactants [CH3:1][O:2][C:3]1[CH:4]=[C:5]([C:9]2[CH:17]=[CH:16][CH:15]=[C:14]3[C:10]=2[CH2:11][C:12](=[O:18])[NH:13]3)[CH:6]=[CH:7][CH:8]=1.[CH3:19][C:20]1[CH:24]=[C:23]([CH3:25])[NH:22][C:21]=1[CH:26]=O, predict the reaction product. The product is: [CH3:19][C:20]1[CH:24]=[C:23]([CH3:25])[NH:22][C:21]=1[CH:26]=[C:11]1[C:10]2[C:14](=[CH:15][CH:16]=[CH:17][C:9]=2[C:5]2[CH:6]=[CH:7][CH:8]=[C:3]([O:2][CH3:1])[CH:4]=2)[NH:13][C:12]1=[O:18]. (5) Given the reactants [Cl:1][C:2]1[CH:34]=[CH:33][C:5]([CH2:6][NH:7][C:8]([C:10]2[C:11](=[O:32])[C:12]3[C:13]4[N:14]([CH:31]=2)[CH2:15][C:16](=[O:30])[N:17]([CH3:29])[C:18]=4[CH:19]=[C:20]([CH2:22]N2CCOCC2)[CH:21]=3)=[O:9])=[CH:4][CH:3]=1.C(Cl)(Cl)[Cl:36].ClC(OCC)=O, predict the reaction product. The product is: [Cl:1][C:2]1[CH:3]=[CH:4][C:5]([CH2:6][NH:7][C:8]([C:10]2[C:11](=[O:32])[C:12]3[C:13]4[N:14]([CH:31]=2)[CH2:15][C:16](=[O:30])[N:17]([CH3:29])[C:18]=4[CH:19]=[C:20]([CH2:22][Cl:36])[CH:21]=3)=[O:9])=[CH:33][CH:34]=1. (6) The product is: [F:10][C:11]([F:24])([F:23])[S:12]([O:15][Si:2]([CH3:9])([CH3:8])[CH3:1])(=[O:14])=[O:13]. Given the reactants [CH3:1][Si:2]([CH3:9])([CH3:8])N[Si:2]([CH3:9])([CH3:8])[CH3:1].[F:10][C:11]([F:24])([F:23])[S:12]([O:15]S(C(F)(F)F)(=O)=O)(=[O:14])=[O:13], predict the reaction product.